This data is from Forward reaction prediction with 1.9M reactions from USPTO patents (1976-2016). The task is: Predict the product of the given reaction. Given the reactants F[C:2]1[C:15]2[C:14](=[O:16])[C:13]3[C:8](=[C:9]([OH:18])[CH:10]=[CH:11][C:12]=3[OH:17])[C:7](=[O:19])[C:6]=2[C:5](F)=[C:4]([F:21])[C:3]=1[F:22].[NH2:23][CH:24]([CH2:26][CH2:27][CH2:28][N:29]([CH2:32][CH3:33])[CH2:30][CH3:31])[CH3:25], predict the reaction product. The product is: [CH2:30]([N:29]([CH2:32][CH3:33])[CH2:28][CH2:27][CH2:26][CH:24]([NH:23][C:5]1[C:6]2[C:7](=[O:19])[C:8]3[C:13](=[C:12]([OH:17])[CH:11]=[CH:10][C:9]=3[OH:18])[C:14](=[O:16])[C:15]=2[C:2]([NH:23][CH:24]([CH2:26][CH2:27][CH2:28][N:29]([CH2:32][CH3:33])[CH2:30][CH3:31])[CH3:25])=[C:3]([F:22])[C:4]=1[F:21])[CH3:25])[CH3:31].